From a dataset of NCI-60 drug combinations with 297,098 pairs across 59 cell lines. Regression. Given two drug SMILES strings and cell line genomic features, predict the synergy score measuring deviation from expected non-interaction effect. (1) Drug 1: CCC1=CC2CC(C3=C(CN(C2)C1)C4=CC=CC=C4N3)(C5=C(C=C6C(=C5)C78CCN9C7C(C=CC9)(C(C(C8N6C)(C(=O)OC)O)OC(=O)C)CC)OC)C(=O)OC.C(C(C(=O)O)O)(C(=O)O)O. Drug 2: C1=CC(=CC=C1C#N)C(C2=CC=C(C=C2)C#N)N3C=NC=N3. Cell line: IGROV1. Synergy scores: CSS=30.4, Synergy_ZIP=-10.8, Synergy_Bliss=-3.79, Synergy_Loewe=-8.42, Synergy_HSA=-1.48. (2) Drug 2: C1CN(P(=O)(OC1)NCCCl)CCCl. Drug 1: CN1CCC(CC1)COC2=C(C=C3C(=C2)N=CN=C3NC4=C(C=C(C=C4)Br)F)OC. Cell line: SF-539. Synergy scores: CSS=-0.653, Synergy_ZIP=-0.938, Synergy_Bliss=-2.76, Synergy_Loewe=-24.5, Synergy_HSA=-3.58. (3) Cell line: MDA-MB-435. Drug 2: COC1=NC(=NC2=C1N=CN2C3C(C(C(O3)CO)O)O)N. Synergy scores: CSS=-7.28, Synergy_ZIP=5.12, Synergy_Bliss=4.37, Synergy_Loewe=-1.84, Synergy_HSA=-1.99. Drug 1: C1CCC(C1)C(CC#N)N2C=C(C=N2)C3=C4C=CNC4=NC=N3. (4) Drug 1: CN1CCC(CC1)COC2=C(C=C3C(=C2)N=CN=C3NC4=C(C=C(C=C4)Br)F)OC. Drug 2: CNC(=O)C1=CC=CC=C1SC2=CC3=C(C=C2)C(=NN3)C=CC4=CC=CC=N4. Cell line: DU-145. Synergy scores: CSS=13.2, Synergy_ZIP=-0.234, Synergy_Bliss=8.93, Synergy_Loewe=-0.958, Synergy_HSA=6.40. (5) Drug 1: C1CC(=O)NC(=O)C1N2CC3=C(C2=O)C=CC=C3N. Drug 2: C1C(C(OC1N2C=NC(=NC2=O)N)CO)O. Cell line: CCRF-CEM. Synergy scores: CSS=43.0, Synergy_ZIP=-4.32, Synergy_Bliss=-3.80, Synergy_Loewe=-21.2, Synergy_HSA=3.80. (6) Cell line: HCC-2998. Synergy scores: CSS=15.6, Synergy_ZIP=-5.48, Synergy_Bliss=-6.06, Synergy_Loewe=-42.7, Synergy_HSA=-7.63. Drug 1: CC1=C2C(C(=O)C3(C(CC4C(C3C(C(C2(C)C)(CC1OC(=O)C(C(C5=CC=CC=C5)NC(=O)OC(C)(C)C)O)O)OC(=O)C6=CC=CC=C6)(CO4)OC(=O)C)O)C)O. Drug 2: CC(C)NC(=O)C1=CC=C(C=C1)CNNC.Cl. (7) Drug 1: CS(=O)(=O)C1=CC(=C(C=C1)C(=O)NC2=CC(=C(C=C2)Cl)C3=CC=CC=N3)Cl. Drug 2: CC1=C(C(=O)C2=C(C1=O)N3CC4C(C3(C2COC(=O)N)OC)N4)N. Cell line: HOP-62. Synergy scores: CSS=37.3, Synergy_ZIP=-2.88, Synergy_Bliss=-5.58, Synergy_Loewe=-29.5, Synergy_HSA=-5.41.